Dataset: Full USPTO retrosynthesis dataset with 1.9M reactions from patents (1976-2016). Task: Predict the reactants needed to synthesize the given product. (1) Given the product [C:7]([O:17][CH:18]([C:20]([O:23][CH2:24][CH2:25][CH2:26][CH2:27][CH:28]=[CH2:29])([F:21])[F:22])[F:19])([C:10]([C:13]([F:16])([F:15])[F:14])([F:12])[F:11])([F:9])[F:8], predict the reactants needed to synthesize it. The reactants are: O1CCOCC1.[C:7]([O:17][C:18](=[C:20]([F:22])[F:21])[F:19])([C:10]([C:13]([F:16])([F:15])[F:14])([F:12])[F:11])([F:9])[F:8].[OH:23][CH2:24][CH2:25][CH2:26][CH2:27][CH:28]=[CH2:29].[OH-].[K+]. (2) Given the product [Cl:1][C:2]1[C:10]([Cl:11])=[C:9]2[C:5]([CH2:6][C:7]([CH2:14][CH:15]3[CH2:19][CH2:18][CH2:17][CH2:16]3)([CH3:13])[CH2:8]2)=[CH:4][C:3]=1[O:20][C:22]([C:23]1[CH:28]=[CH:27][C:26]([C:29]#[N:30])=[CH:25][CH:24]=1)=[O:32], predict the reactants needed to synthesize it. The reactants are: [Cl:1][C:2]1[C:10]([Cl:11])=[C:9]2[C:5]([CH2:6][C:7]([CH2:14][CH:15]3[CH2:19][CH2:18][CH2:17][CH2:16]3)([CH3:13])[C:8]2=O)=[CH:4][C:3]=1[OH:20].Br[CH2:22][C:23]1[CH:28]=[CH:27][C:26]([C:29]#[N:30])=[CH:25][CH:24]=1.C(=O)([O-])[O-:32].[K+].[K+]. (3) The reactants are: [NH2:1]C1C=CN=CC=1.C(N(CC)CC)C.Cl[C:16]([O:18][CH2:19][C:20]1[CH:25]=[CH:24][CH:23]=[CH:22][CH:21]=1)=[O:17]. Given the product [C:16](=[O:17])([O:18][CH2:19][C:20]1[CH:25]=[CH:24][CH:23]=[CH:22][CH:21]=1)[NH2:1], predict the reactants needed to synthesize it. (4) Given the product [Cl:29][C:30]1[S:34][C:33]([C:35]2[N:38]=[C:26]([CH:11]3[CH2:12][CH:13]([C:15]4[CH:20]=[CH:19][C:18]([O:21][C:22]([F:23])([F:25])[F:24])=[CH:17][CH:16]=4)[CH2:14][N:9]([C:7]([N:1]4[CH2:2][CH2:3][O:4][CH2:5][CH2:6]4)=[O:8])[CH2:10]3)[O:28][N:36]=2)=[CH:32][CH:31]=1, predict the reactants needed to synthesize it. The reactants are: [N:1]1([C:7]([N:9]2[CH2:14][CH:13]([C:15]3[CH:20]=[CH:19][C:18]([O:21][C:22]([F:25])([F:24])[F:23])=[CH:17][CH:16]=3)[CH2:12][CH:11]([C:26]([OH:28])=O)[CH2:10]2)=[O:8])[CH2:6][CH2:5][O:4][CH2:3][CH2:2]1.[Cl:29][C:30]1[S:34][C:33]([C:35](=[NH:38])[NH:36]O)=[CH:32][CH:31]=1. (5) Given the product [Br:8][C:5]1[CH:6]=[CH:7][C:2]([CH2:14][C:13]([NH2:17])=[O:15])=[C:3]([C:9]([F:12])([F:11])[F:10])[CH:4]=1, predict the reactants needed to synthesize it. The reactants are: N[C:2]1[CH:7]=[CH:6][C:5]([Br:8])=[CH:4][C:3]=1[C:9]([F:12])([F:11])[F:10].[C:13](Cl)(=[O:15])[CH3:14].[N:17]1C=CC=CC=1.